Dataset: Catalyst prediction with 721,799 reactions and 888 catalyst types from USPTO. Task: Predict which catalyst facilitates the given reaction. (1) Reactant: [NH2:1][C:2]1[CH:3]=[CH:4][C:5]([Cl:11])=[C:6]([CH:10]=1)[C:7]([OH:9])=[O:8].[C:12](Cl)(=[O:14])[CH3:13].C(N(CC)CC)C.O. Product: [C:12]([NH:1][C:2]1[CH:3]=[CH:4][C:5]([Cl:11])=[C:6]([CH:10]=1)[C:7]([OH:9])=[O:8])(=[O:14])[CH3:13]. The catalyst class is: 2. (2) Product: [F:37][C:16]1[CH:17]=[C:18]([NH:21][C:22]([C:24]2([C:27](=[O:36])[NH:28][C:29]3[CH:30]=[CH:31][C:32]([F:35])=[CH:33][CH:34]=3)[CH2:25][CH2:26]2)=[O:23])[CH:19]=[CH:20][C:15]=1[O:14][C:13]1[C:8]2[CH:7]=[C:6]([C:4]([OH:5])=[O:3])[N:38]([CH2:39][O:40][CH2:41][CH2:42][Si:43]([CH3:46])([CH3:45])[CH3:44])[C:9]=2[N:10]=[CH:11][N:12]=1. Reactant: C([O:3][C:4]([C:6]1[N:38]([CH2:39][O:40][CH2:41][CH2:42][Si:43]([CH3:46])([CH3:45])[CH3:44])[C:9]2[N:10]=[CH:11][N:12]=[C:13]([O:14][C:15]3[CH:20]=[CH:19][C:18]([NH:21][C:22]([C:24]4([C:27](=[O:36])[NH:28][C:29]5[CH:34]=[CH:33][C:32]([F:35])=[CH:31][CH:30]=5)[CH2:26][CH2:25]4)=[O:23])=[CH:17][C:16]=3[F:37])[C:8]=2[CH:7]=1)=[O:5])C.[F-].C([N+](CCCC)(CCCC)CCCC)CCC. The catalyst class is: 13. (3) Reactant: [CH:1]1[C:10]2[C:5](=[CH:6][CH:7]=[CH:8][CH:9]=2)[CH:4]=[CH:3][C:2]=1[C:11]1[CH2:17][CH:16]2[NH:18][CH:13]([CH2:14][CH2:15]2)[CH:12]=1.Br[CH2:20][CH2:21][OH:22].C([O-])([O-])=O.[K+].[K+].CN(C=O)C. Product: [CH:1]1[C:10]2[C:5](=[CH:6][CH:7]=[CH:8][CH:9]=2)[CH:4]=[CH:3][C:2]=1[C:11]1[CH2:12][CH:13]2[N:18]([CH2:20][CH2:21][OH:22])[CH:16]([CH2:15][CH2:14]2)[CH:17]=1. The catalyst class is: 6. (4) Reactant: [C:1](N1C=CN=C1)([N:3]1[CH:7]=[CH:6][N:5]=[CH:4]1)=[S:2].Cl.[CH2:14]1[O:22][C:21]2[CH:20]=[CH:19][C:18]([CH:23]3[C:27]4[NH:28][C:29]5[CH:30]=[CH:31][CH:32]=[CH:33][C:34]=5[C:35](=[O:36])[C:26]=4[CH2:25][NH:24]3)=[CH:17][C:16]=2[O:15]1. Product: [N:3]1([C:1]([N:24]2[CH2:25][C:26]3[C:35](=[O:36])[C:34]4[CH:33]=[CH:32][CH:31]=[CH:30][C:29]=4[NH:28][C:27]=3[CH:23]2[C:18]2[CH:19]=[CH:20][C:21]3[O:22][CH2:14][O:15][C:16]=3[CH:17]=2)=[S:2])[CH:7]=[CH:6][N:5]=[CH:4]1. The catalyst class is: 18.